Dataset: Peptide-MHC class I binding affinity with 185,985 pairs from IEDB/IMGT. Task: Regression. Given a peptide amino acid sequence and an MHC pseudo amino acid sequence, predict their binding affinity value. This is MHC class I binding data. (1) The peptide sequence is LPIIFGSL. The MHC is H-2-Kb with pseudo-sequence H-2-Kb. The binding affinity (normalized) is 0.421. (2) The peptide sequence is RDYVDRFFKTL. The MHC is HLA-B58:01 with pseudo-sequence HLA-B58:01. The binding affinity (normalized) is 0.0395. (3) The peptide sequence is LERWHSLI. The MHC is Mamu-B01 with pseudo-sequence Mamu-B01. The binding affinity (normalized) is 0. (4) The peptide sequence is CSDDGFWSK. The MHC is HLA-B40:01 with pseudo-sequence HLA-B40:01. The binding affinity (normalized) is 0.0847. (5) The MHC is HLA-A11:01 with pseudo-sequence HLA-A11:01. The peptide sequence is SFIEDLLFNK. The binding affinity (normalized) is 0.458.